From a dataset of Catalyst prediction with 721,799 reactions and 888 catalyst types from USPTO. Predict which catalyst facilitates the given reaction. (1) Reactant: [Br:1][C:2]1[CH:3]=[CH:4][C:5]2[O:9][C:8]([C:10]([OH:12])=O)=[CH:7][C:6]=2[CH:13]=1.[ClH:14].Cl.[NH2:16][C@@H:17]1[CH:22]2[CH2:23][CH2:24][N:19]([CH2:20][CH2:21]2)[CH2:18]1.CN(C(ON1N=NC2C=CC=NC1=2)=[N+](C)C)C.F[P-](F)(F)(F)(F)F.C(N(CC)C(C)C)(C)C. Product: [ClH:14].[N:19]12[CH2:24][CH2:23][CH:22]([CH2:21][CH2:20]1)[C@@H:17]([NH:16][C:10]([C:8]1[O:9][C:5]3[CH:4]=[CH:3][C:2]([Br:1])=[CH:13][C:6]=3[CH:7]=1)=[O:12])[CH2:18]2. The catalyst class is: 3. (2) Reactant: [CH3:1][CH:2]1[CH2:6][CH2:5][CH2:4][N:3]1[CH2:7][CH2:8][CH2:9][O:10][C:11]1[CH:16]=[CH:15][C:14]([C:17]2[S:18][C:19]3[CH2:25][CH2:24][CH2:23][CH:22]([NH:26]C(=O)OCC4C=CC=CC=4)[C:20]=3[N:21]=2)=[CH:13][CH:12]=1.O. Product: [CH3:1][CH:2]1[CH2:6][CH2:5][CH2:4][N:3]1[CH2:7][CH2:8][CH2:9][O:10][C:11]1[CH:16]=[CH:15][C:14]([C:17]2[S:18][C:19]3[CH2:25][CH2:24][CH2:23][CH:22]([NH2:26])[C:20]=3[N:21]=2)=[CH:13][CH:12]=1. The catalyst class is: 33.